Task: Predict the reactants needed to synthesize the given product.. Dataset: Full USPTO retrosynthesis dataset with 1.9M reactions from patents (1976-2016) (1) Given the product [ClH:1].[C:42]([N:36]1[CH2:35][CH2:34][N:33]([CH2:32][CH2:31][N:27]2[CH:28]=[CH:29][CH:30]=[C:25]([C:22]3[CH:23]=[CH:24][C:19]([C:18]([NH:17][C:11]4[C:12]([OH:16])=[CH:13][CH:14]=[CH:15][C:10]=4[C:9]([NH:8][C:5]4[CH:4]=[CH:3][C:2]([Cl:1])=[CH:7][N:6]=4)=[O:41])=[O:40])=[CH:20][CH:21]=3)[C:26]2=[O:39])[CH2:38][CH2:37]1)(=[O:44])[CH3:43], predict the reactants needed to synthesize it. The reactants are: [Cl:1][C:2]1[CH:3]=[CH:4][C:5]([NH:8][C:9](=[O:41])[C:10]2[CH:15]=[CH:14][CH:13]=[C:12]([OH:16])[C:11]=2[NH:17][C:18](=[O:40])[C:19]2[CH:24]=[CH:23][C:22]([C:25]3[C:26](=[O:39])[N:27]([CH2:31][CH2:32][N:33]4[CH2:38][CH2:37][NH:36][CH2:35][CH2:34]4)[CH:28]=[CH:29][CH:30]=3)=[CH:21][CH:20]=2)=[N:6][CH:7]=1.[C:42](OC(=O)C)(=[O:44])[CH3:43]. (2) Given the product [F:12][C:9]1[CH:8]=[CH:7][CH:6]=[C:5]2[C:10]=1[CH:11]=[C:2]([N:20]1[CH2:19][CH2:18][N:17]([CH3:22])[CH:16]([CH2:15][OH:14])[CH2:21]1)[NH:3][C:4]2=[O:13], predict the reactants needed to synthesize it. The reactants are: Cl[C:2]1[NH:3][C:4](=[O:13])[C:5]2[C:10]([CH:11]=1)=[C:9]([F:12])[CH:8]=[CH:7][CH:6]=2.[OH:14][CH2:15][CH:16]1[CH2:21][NH:20][CH2:19][CH2:18][N:17]1[CH3:22]. (3) The reactants are: [N:1]1[CH:6]=[CH:5][CH:4]=[C:3]([CH2:7]/[CH:8]=[CH:9]/[C:10]([O:12]C)=[O:11])[CH:2]=1.C(C1NC(/C=C/C(O)=O)=C(C)N=1)C.[OH-].[Li+]. Given the product [N:1]1[CH:6]=[CH:5][CH:4]=[C:3]([CH2:7]/[CH:8]=[CH:9]/[C:10]([OH:12])=[O:11])[CH:2]=1, predict the reactants needed to synthesize it. (4) Given the product [Cl:33][C:30]1[CH:31]=[N:32][C:11]2[NH:10][C:18]3[C:13]([C:12]=2[CH:29]=1)=[CH:14][C:15](/[CH:19]=[CH:20]/[C:21]1[CH:26]=[CH:25][C:24]([O:27][CH3:28])=[CH:23][CH:22]=1)=[CH:16][CH:17]=3, predict the reactants needed to synthesize it. The reactants are: C1(S([N:10]2[C:18]3[C:13](=[CH:14][C:15](/[CH:19]=[CH:20]/[C:21]4[CH:26]=[CH:25][C:24]([O:27][CH3:28])=[CH:23][CH:22]=4)=[CH:16][CH:17]=3)[C:12]3[CH:29]=[C:30]([Cl:33])[CH:31]=[N:32][C:11]2=3)(=O)=O)C=CC=CC=1.CCCC[N+](CCCC)(CCCC)CCCC.[F-].